This data is from Reaction yield outcomes from USPTO patents with 853,638 reactions. The task is: Predict the reaction yield, written as a fraction of the theoretical maximum amount of product (1.0 means a 100% yield; for example, 0.34 means a 34% yield). (1) The reactants are C(N)CCC.NO.Cl.[CH:9]#[C:10][C@H:11]([NH:21][C:22](=[O:29])[C:23]1[CH:28]=[CH:27][CH:26]=[CH:25][CH:24]=1)[CH2:12][CH2:13][CH2:14][CH2:15][CH2:16][CH2:17][CH2:18][CH2:19][CH3:20].Br[C:31]#[C:32][C@@H:33]([OH:36])[CH:34]=[CH2:35]. The catalyst is O.C(Cl)Cl.[Cu]Cl. The product is [OH:36][C@H:33]([C:32]#[C:31][C:9]#[C:10][C@H:11]([NH:21][C:22](=[O:29])[C:23]1[CH:24]=[CH:25][CH:26]=[CH:27][CH:28]=1)[CH2:12][CH2:13][CH2:14][CH2:15][CH2:16][CH2:17][CH2:18][CH2:19][CH3:20])[CH:34]=[CH2:35]. The yield is 0.953. (2) The reactants are [F:1][C:2]1[CH:7]=[CH:6][C:5]([NH:8][C:9](=[O:32])[CH2:10][C:11]2[C:12](=[O:31])[O:13][C:14]3[C:19]([C:20]=2[C:21]2[CH:26]=[CH:25][CH:24]=[CH:23][CH:22]=2)=[CH:18][C:17]2[CH2:27][CH2:28][CH:29](O)[C:16]=2[CH:15]=3)=[C:4]([C:33]([F:36])([F:35])[F:34])[CH:3]=1. The catalyst is C1(C)C=CC=CC=1. The product is [F:1][C:2]1[CH:7]=[CH:6][C:5]([NH:8][C:9](=[O:32])[CH2:10][C:11]2[C:12](=[O:31])[O:13][C:14]3[C:19]([C:20]=2[C:21]2[CH:26]=[CH:25][CH:24]=[CH:23][CH:22]=2)=[CH:18][C:17]2[CH2:27][CH:28]=[CH:29][C:16]=2[CH:15]=3)=[C:4]([C:33]([F:36])([F:34])[F:35])[CH:3]=1. The yield is 0.740. (3) The reactants are [Cl:1][C:2]1[C:3]([N:15]([CH3:27])[CH:16]2[CH2:26][CH2:25][C:19]3([CH2:24][CH2:23][NH:22][CH2:21][CH2:20]3)[CH2:18][CH2:17]2)=[N:4][C:5]([NH:8][C:9]2[CH:10]=[N:11][N:12]([CH3:14])[CH:13]=2)=[N:6][CH:7]=1.[C:28]([CH2:30][C:31](O)=[O:32])#[N:29].F[P-](F)(F)(F)(F)F.N1(OC(N(C)C)=[N+](C)C)C2N=CC=CC=2N=N1.C(N(CC)CC)C. The catalyst is C(Cl)Cl.CN(C)C=O. The product is [Cl:1][C:2]1[C:3]([N:15]([CH3:27])[CH:16]2[CH2:26][CH2:25][C:19]3([CH2:24][CH2:23][N:22]([C:31](=[O:32])[CH2:30][C:28]#[N:29])[CH2:21][CH2:20]3)[CH2:18][CH2:17]2)=[N:4][C:5]([NH:8][C:9]2[CH:10]=[N:11][N:12]([CH3:14])[CH:13]=2)=[N:6][CH:7]=1. The yield is 0.155. (4) The reactants are [NH2:1][C:2]1[S:3]/[C:4](=[CH:8]\[C:9]2[CH:14]=[C:13]([O:15][CH3:16])[C:12]([OH:17])=[C:11]([Cl:18])[CH:10]=2)/[C:5](=[O:7])[N:6]=1.Br[CH2:20][C:21]([C:23]1[CH:31]=[CH:30][C:26]([C:27]([OH:29])=[O:28])=[CH:25][CH:24]=1)=O. No catalyst specified. The product is [Cl:18][C:11]1[CH:10]=[C:9](/[CH:8]=[C:4]2/[C:5](=[O:7])[N:6]3[CH:20]=[C:21]([C:23]4[CH:31]=[CH:30][C:26]([C:27]([OH:29])=[O:28])=[CH:25][CH:24]=4)[N:1]=[C:2]3[S:3]/2)[CH:14]=[C:13]([O:15][CH3:16])[C:12]=1[OH:17]. The yield is 0.350. (5) The reactants are C([O:8][N:9]=[C:10]1[C:18]2[C:13](=[CH:14][C:15]([C:19]3[C:20]([C:25]4[CH:30]=[CH:29][N:28]=[CH:27][CH:26]=4)=[N:21][N:22]([CH3:24])[CH:23]=3)=[CH:16][CH:17]=2)[CH2:12][CH2:11]1)C1C=CC=CC=1.Cl.[H][H].C(O)CCC. The catalyst is CO.[OH-].[Pd+2].[OH-]. The product is [CH3:24][N:22]1[CH:23]=[C:19]([C:15]2[CH:14]=[C:13]3[C:18](=[CH:17][CH:16]=2)[C:10](=[N:9][OH:8])[CH2:11][CH2:12]3)[C:20]([C:25]2[CH:30]=[CH:29][N:28]=[CH:27][CH:26]=2)=[N:21]1. The yield is 0.510. (6) The yield is 0.570. The reactants are [O:1]1[CH:5]=[CH:4][CH:3]=[C:2]1[C:6]([N:8]1[C:17]2[C:12](=[CH:13][CH:14]=[CH:15][CH:16]=2)[C@H:11]([NH:18][C:19]2[CH:24]=[CH:23][CH:22]=[CH:21][CH:20]=2)[CH2:10][C@@H:9]1[CH3:25])=[O:7].C(N(C(C)C)CC)(C)C.[C:35](Cl)(=[O:37])[CH3:36].O. The catalyst is C(Cl)Cl. The product is [O:1]1[CH:5]=[CH:4][CH:3]=[C:2]1[C:6]([N:8]1[C:17]2[C:12](=[CH:13][CH:14]=[CH:15][CH:16]=2)[C@H:11]([N:18]([C:19]2[CH:24]=[CH:23][CH:22]=[CH:21][CH:20]=2)[C:35](=[O:37])[CH3:36])[CH2:10][C@@H:9]1[CH3:25])=[O:7]. (7) The reactants are Cl.Cl.[CH3:3][O:4][C:5]1[N:10]=[CH:9][C:8]([N:11]2[CH2:26][CH2:25][C:14]3[N:15]=[CH:16][N:17]=[C:18]([O:19][C@H:20]4[CH2:24][CH2:23][NH:22][CH2:21]4)[C:13]=3[CH2:12]2)=[CH:7][C:6]=1[C:27]([F:30])([F:29])[F:28].C(N(CC)CC)C.Cl.[CH3:39][N:40]1[CH2:45][CH2:44][N:43]([C:46](Cl)=[O:47])[CH2:42][CH2:41]1. The catalyst is C(Cl)Cl. The product is [CH3:3][O:4][C:5]1[N:10]=[CH:9][C:8]([N:11]2[CH2:26][CH2:25][C:14]3[N:15]=[CH:16][N:17]=[C:18]([O:19][C@H:20]4[CH2:24][CH2:23][N:22]([C:46]([N:43]5[CH2:44][CH2:45][N:40]([CH3:39])[CH2:41][CH2:42]5)=[O:47])[CH2:21]4)[C:13]=3[CH2:12]2)=[CH:7][C:6]=1[C:27]([F:30])([F:28])[F:29]. The yield is 0.580.